This data is from Forward reaction prediction with 1.9M reactions from USPTO patents (1976-2016). The task is: Predict the product of the given reaction. (1) Given the reactants [CH2:1]([CH:3]([O:6][C:7]1[C:12]([C:13]([OH:15])=O)=[C:11]([NH:16][C:17]2[C:22]([CH3:23])=[CH:21][C:20]([CH3:24])=[CH:19][C:18]=2[CH3:25])[N:10]=[C:9]([CH3:26])[CH:8]=1)[CH2:4][CH3:5])[CH3:2].C([N:29]1[CH:33]=[CH:32][N:31]=[CH:30]1)([N:29]1[CH:33]=[CH:32][N:31]=[CH:30]1)=O, predict the reaction product. The product is: [CH2:1]([CH:3]([O:6][C:7]1[CH:8]=[C:9]([CH3:26])[N:10]=[C:11]([NH:16][C:17]2[C:18]([CH3:25])=[CH:19][C:20]([CH3:24])=[CH:21][C:22]=2[CH3:23])[C:12]=1[C:13]([N:29]1[CH:33]=[CH:32][N:31]=[CH:30]1)=[O:15])[CH2:4][CH3:5])[CH3:2]. (2) Given the reactants [Cl:1][C:2]1[CH:7]=[C:6]([N+:8]([O-:10])=[O:9])[C:5]([F:11])=[CH:4][C:3]=1[OH:12].[CH3:13][CH:14](O)[CH3:15].C1(P(C2C=CC=CC=2)C2C=CC=CN=2)C=CC=CC=1.N(C(OC(C)(C)C)=O)=NC(OC(C)(C)C)=O.Cl.C(OCC)C, predict the reaction product. The product is: [Cl:1][C:2]1[C:3]([O:12][CH:14]([CH3:15])[CH3:13])=[CH:4][C:5]([F:11])=[C:6]([N+:8]([O-:10])=[O:9])[CH:7]=1.